Dataset: Reaction yield outcomes from USPTO patents with 853,638 reactions. Task: Predict the reaction yield, written as a fraction of the theoretical maximum amount of product (1.0 means a 100% yield; for example, 0.34 means a 34% yield). The reactants are [Br:1][C:2]1[C:3]([S:11][C:12]2[NH:20][C:19]3[C:14](=[N:15][CH:16]=[N:17][C:18]=3[NH2:21])[N:13]=2)=[CH:4][C:5]2[O:9][CH2:8][O:7][C:6]=2[CH:10]=1.C1C=CC(P(C2C=CC=CC=2)C2C=CC=CC=2)=CC=1.[Br:41][CH2:42][CH2:43][CH2:44]O.C1C=CC(COC(/N=N/C(OCC2C=CC=CC=2)=O)=O)=CC=1. The yield is 0.210. The catalyst is C1(C)C=CC=CC=1.C(Cl)Cl.C(O)(C)C.CCOC(C)=O.C(Cl)(Cl)Cl. The product is [Br:1][C:2]1[C:3]([S:11][C:12]2[N:13]([CH2:44][CH2:43][CH2:42][Br:41])[C:14]3[C:19]([N:20]=2)=[C:18]([NH2:21])[N:17]=[CH:16][N:15]=3)=[CH:4][C:5]2[O:9][CH2:8][O:7][C:6]=2[CH:10]=1.